From a dataset of TCR-epitope binding with 47,182 pairs between 192 epitopes and 23,139 TCRs. Binary Classification. Given a T-cell receptor sequence (or CDR3 region) and an epitope sequence, predict whether binding occurs between them. The epitope is NQKLIANQF. The TCR CDR3 sequence is CASSLAAEDFQPQHF. Result: 1 (the TCR binds to the epitope).